From a dataset of Full USPTO retrosynthesis dataset with 1.9M reactions from patents (1976-2016). Predict the reactants needed to synthesize the given product. (1) Given the product [CH:26]([C:23]1[CH:24]=[CH:25][C:20]([N:1]2[CH2:2][CH2:3][CH:4]([O:7][C@H:8]3[CH2:13][CH2:12][C@H:11]([CH2:14][C:15]([O:17][CH3:18])=[O:16])[CH2:10][CH2:9]3)[CH2:5][CH2:6]2)=[N:21][CH:22]=1)=[O:27], predict the reactants needed to synthesize it. The reactants are: [NH:1]1[CH2:6][CH2:5][CH:4]([O:7][C@H:8]2[CH2:13][CH2:12][C@H:11]([CH2:14][C:15]([O:17][CH3:18])=[O:16])[CH2:10][CH2:9]2)[CH2:3][CH2:2]1.F[C:20]1[CH:25]=[CH:24][C:23]([CH:26]=[O:27])=[CH:22][N:21]=1.C(=O)(O)[O-].[Na+]. (2) Given the product [Cl:21][CH2:17][C:5]1[S:6][C:7]2[CH:12]=[C:11]([C:13]([F:16])([F:15])[F:14])[CH:10]=[CH:9][C:8]=2[C:4]=1[CH:1]([CH3:3])[CH3:2], predict the reactants needed to synthesize it. The reactants are: [CH:1]([C:4]1[C:8]2[CH:9]=[CH:10][C:11]([C:13]([F:16])([F:15])[F:14])=[CH:12][C:7]=2[S:6][C:5]=1[CH2:17]O)([CH3:3])[CH3:2].S(Cl)([Cl:21])=O. (3) The reactants are: [NH2:1][C:2]1[CH:3]=[CH:4][C:5]([CH3:25])=[C:6]([CH:24]=1)[NH:7][C:8]1[CH:13]=[C:12]([C:14]([F:17])([F:16])[F:15])[N:11]=[C:10]([C:18]2[CH:23]=[CH:22][N:21]=[CH:20][CH:19]=2)[N:9]=1.[Cl:26][CH2:27][C:28]1[CH:36]=[CH:35][C:31]([C:32](Cl)=[O:33])=[CH:30][CH:29]=1. Given the product [Cl:26][CH2:27][C:28]1[CH:36]=[CH:35][C:31]([C:32]([NH:1][C:2]2[CH:3]=[CH:4][C:5]([CH3:25])=[C:6]([NH:7][C:8]3[CH:13]=[C:12]([C:14]([F:16])([F:17])[F:15])[N:11]=[C:10]([C:18]4[CH:23]=[CH:22][N:21]=[CH:20][CH:19]=4)[N:9]=3)[CH:24]=2)=[O:33])=[CH:30][CH:29]=1, predict the reactants needed to synthesize it. (4) Given the product [CH2:1]([N:3]1[C:7]2=[N:8][C:9]([CH2:49][CH3:50])=[C:10]([CH2:19][NH:20][C:21]([C:23]3[CH:28]=[CH:27][CH:26]=[C:25]([C:29]([NH:31][CH2:32][C:33]4[CH:34]=[C:35]([C:41]5[CH:46]=[CH:45][CH:44]=[C:43]([CH2:47][N:51]6[CH2:56][CH2:55][NH:54][CH2:53][CH2:52]6)[CH:42]=5)[C:36]([O:39][CH3:40])=[CH:37][CH:38]=4)=[O:30])[N:24]=3)=[O:22])[C:11]([NH:12][CH:13]3[CH2:18][CH2:17][O:16][CH2:15][CH2:14]3)=[C:6]2[CH:5]=[N:4]1)[CH3:2], predict the reactants needed to synthesize it. The reactants are: [CH2:1]([N:3]1[C:7]2=[N:8][C:9]([CH2:49][CH3:50])=[C:10]([CH2:19][NH:20][C:21]([C:23]3[CH:28]=[CH:27][CH:26]=[C:25]([C:29]([NH:31][CH2:32][C:33]4[CH:34]=[C:35]([C:41]5[CH:46]=[CH:45][CH:44]=[C:43]([CH:47]=O)[CH:42]=5)[C:36]([O:39][CH3:40])=[CH:37][CH:38]=4)=[O:30])[N:24]=3)=[O:22])[C:11]([NH:12][CH:13]3[CH2:18][CH2:17][O:16][CH2:15][CH2:14]3)=[C:6]2[CH:5]=[N:4]1)[CH3:2].[NH:51]1[CH2:56][CH2:55][NH:54][CH2:53][CH2:52]1.C(O)(=O)C. (5) The reactants are: [CH2:1]([NH:8][C:9]1[CH:14]=[CH:13][N:12]([CH2:15][C:16]2[CH:21]=[CH:20][CH:19]=[C:18]([F:22])[CH:17]=2)[C:11](=[O:23])[CH:10]=1)[C:2]1[CH:7]=[CH:6][CH:5]=[CH:4][CH:3]=1.[Br:24]N1C(=O)CCC1=O. Given the product [CH2:1]([NH:8][C:9]1[CH:14]=[CH:13][N:12]([CH2:15][C:16]2[CH:21]=[CH:20][CH:19]=[C:18]([F:22])[CH:17]=2)[C:11](=[O:23])[C:10]=1[Br:24])[C:2]1[CH:7]=[CH:6][CH:5]=[CH:4][CH:3]=1, predict the reactants needed to synthesize it.